From a dataset of Reaction yield outcomes from USPTO patents with 853,638 reactions. Predict the reaction yield, written as a fraction of the theoretical maximum amount of product (1.0 means a 100% yield; for example, 0.34 means a 34% yield). (1) The product is [CH3:20][CH:12]([CH2:13][CH2:14][CH2:15][C:16]([CH3:19])([OH:18])[CH3:17])[CH2:11][OH:10]. The reactants are C(OC[O:10][CH2:11][C@@H:12]([CH3:20])[CH2:13][CH2:14][CH2:15][C:16]([CH3:19])([OH:18])[CH3:17])C1C=CC=CC=1. The yield is 0.920. The catalyst is C(OCC)(=O)C.[Pd]. (2) The reactants are [N+:1]([C:4]1[CH:9]=[CH:8][C:7]([C:10]2[S:11][C:12]3[CH:18]=[C:17]([OH:19])[CH:16]=[CH:15][C:13]=3[N:14]=2)=[CH:6][CH:5]=1)([O-:3])=[O:2].[H-].[Na+].[C:22](Cl)(=[O:24])[CH3:23]. The catalyst is C1COCC1. The product is [C:22]([O:19][C:17]1[CH:16]=[CH:15][C:13]2[N:14]=[C:10]([C:7]3[CH:6]=[CH:5][C:4]([N+:1]([O-:3])=[O:2])=[CH:9][CH:8]=3)[S:11][C:12]=2[CH:18]=1)(=[O:24])[CH3:23]. The yield is 0.740.